Task: Predict which catalyst facilitates the given reaction.. Dataset: Catalyst prediction with 721,799 reactions and 888 catalyst types from USPTO (1) Reactant: [CH2:1](N)[C:2]#[CH:3].[N:5]1C=CC=CC=1.[Cl:11][C:12]1[CH:13]=[C:14]([S:18](Cl)(=[O:20])=[O:19])[CH:15]=[CH:16][CH:17]=1. Product: [CH2:3]([C:13]1[C:12]([Cl:11])=[CH:17][CH:16]=[CH:15][C:14]=1[S:18]([NH2:5])(=[O:20])=[O:19])[C:2]#[CH:1]. The catalyst class is: 172. (2) Reactant: [I:1][C:2]1[CH:3]=[CH:4][C:5]([CH2:9][N:10]2[CH2:15][CH2:14][O:13][CH2:12][CH2:11]2)=[C:6]([NH2:8])[CH:7]=1.Cl[C:17]1[C:22]([Cl:23])=[CH:21][N:20]=[C:19]([NH2:24])[N:18]=1.Cl.[OH-].[Na+]. Product: [Cl:23][C:22]1[C:17]([NH:8][C:6]2[CH:7]=[C:2]([I:1])[CH:3]=[CH:4][C:5]=2[CH2:9][N:10]2[CH2:15][CH2:14][O:13][CH2:12][CH2:11]2)=[N:18][C:19]([NH2:24])=[N:20][CH:21]=1. The catalyst class is: 12. (3) Reactant: Cl[C:2]1[C:11]2[C:6](=[CH:7][C:8]([O:14][CH2:15][CH2:16][CH2:17][N:18]3[CH2:23][CH2:22][S:21](=[O:25])(=[O:24])[CH2:20][CH2:19]3)=[C:9]([O:12][CH3:13])[CH:10]=2)[N:5]=[CH:4][N:3]=1.[F:26][C:27]1[CH:36]=[C:35]([C:37]#[C:38][CH2:39][O:40][CH3:41])[C:30]2[O:31][CH:32](N)[O:33][C:29]=2[CH:28]=1.C[Si]([N-:46][Si](C)(C)C)(C)C.[Na+]. Product: [O:24]=[S:21]1(=[O:25])[CH2:22][CH2:23][N:18]([CH2:17][CH2:16][CH2:15][O:14][C:8]2[CH:7]=[C:6]3[C:11]([C:2]([NH:46][C:28]4[C:29]5[O:33][CH2:32][O:31][C:30]=5[C:35]([C:37]#[C:38][CH2:39][O:40][CH3:41])=[CH:36][C:27]=4[F:26])=[N:3][CH:4]=[N:5]3)=[CH:10][C:9]=2[O:12][CH3:13])[CH2:19][CH2:20]1. The catalyst class is: 3. (4) Reactant: [CH:1]1[CH:2]=[C:3]([N:9]2[CH2:14][CH2:13][N:12]([CH2:15][CH2:16][CH2:17][CH2:18][O:19][C:20]3[CH:21]=[CH:22][C:23]4[CH2:30][CH2:29][C:27](=[O:28])[NH:26][C:24]=4[CH:25]=3)[CH2:11][CH2:10]2)[C:4]([Cl:8])=[C:5]([Cl:7])[CH:6]=1.[C:31]([OH:40])(=[O:39])[C@@H:32]([C@H:34]([C:36]([OH:38])=[O:37])[OH:35])[OH:33]. Product: [CH:1]1[CH:2]=[C:3]([N:9]2[CH2:14][CH2:13][N:12]([CH2:15][CH2:16][CH2:17][CH2:18][O:19][C:20]3[CH:21]=[CH:22][C:23]4[CH2:30][CH2:29][C:27](=[O:28])[NH:26][C:24]=4[CH:25]=3)[CH2:11][CH2:10]2)[C:4]([Cl:8])=[C:5]([Cl:7])[CH:6]=1.[C:31]([O-:40])(=[O:39])[CH:32]([CH:34]([C:36]([O-:38])=[O:37])[OH:35])[OH:33]. The catalyst class is: 8. (5) Reactant: [F:1][C:2]([F:10])([F:9])[CH2:3][CH2:4][CH2:5][C:6](O)=[O:7].[H-].[Al+3].[Li+].[H-].[H-].[H-]. Product: [F:1][C:2]([F:10])([F:9])[CH2:3][CH2:4][CH2:5][CH2:6][OH:7]. The catalyst class is: 27.